From a dataset of Full USPTO retrosynthesis dataset with 1.9M reactions from patents (1976-2016). Predict the reactants needed to synthesize the given product. (1) Given the product [Br:1][C:2]1[CH:7]=[N:6][C:5]([N:8]([C:42](=[O:46])[CH:43]([CH3:45])[CH3:44])[C:9](=[O:34])[C:10]2[CH:15]=[CH:14][C:13]([C:16]3[CH2:20][C:19]([C:25]4[CH:26]=[C:27]([Cl:32])[CH:28]=[C:29]([Cl:31])[CH:30]=4)([C:21]([F:23])([F:24])[F:22])[O:18][N:17]=3)=[CH:12][C:11]=2[CH3:33])=[N:4][CH:3]=1, predict the reactants needed to synthesize it. The reactants are: [Br:1][C:2]1[CH:3]=[N:4][C:5]([NH:8][C:9](=[O:34])[C:10]2[CH:15]=[CH:14][C:13]([C:16]3[CH2:20][C:19]([C:25]4[CH:30]=[C:29]([Cl:31])[CH:28]=[C:27]([Cl:32])[CH:26]=4)([C:21]([F:24])([F:23])[F:22])[O:18][N:17]=3)=[CH:12][C:11]=2[CH3:33])=[N:6][CH:7]=1.C(N(CC)CC)C.[C:42](Cl)(=[O:46])[CH:43]([CH3:45])[CH3:44].O. (2) Given the product [Br:1][C:2]1[CH:3]=[C:4]2[C:9](=[CH:10][C:11]=1[F:12])[N:8]=[CH:7][N:6]=[C:5]2[Cl:27], predict the reactants needed to synthesize it. The reactants are: [Br:1][C:2]1[CH:3]=[C:4]2[C:9](=[CH:10][C:11]=1[F:12])[N:8]=[CH:7][NH:6][C:5]2=O.C1CCN2C(=NCCC2)CC1.O=P(Cl)(Cl)[Cl:27]. (3) Given the product [C:7]([N:8]1[C:9]2[C:5](=[CH:4][C:3]([CH2:1][CH3:2])=[CH:11][CH:10]=2)[C:6](=[O:13])[C:7]1=[O:12])(=[O:12])[CH2:6][CH2:5][CH3:4], predict the reactants needed to synthesize it. The reactants are: [CH2:1]([C:3]1[CH:4]=[C:5]2[C:9](=[CH:10][CH:11]=1)[NH:8][C:7](=[O:12])[C:6]2=[O:13])[CH3:2]. (4) Given the product [NH2:22][C:4]1[CH:3]=[C:2]([F:1])[CH:7]=[CH:6][C:5]=1[S:8]([NH:11][C:12]1[CH:13]=[CH:14][CH:15]=[C:16]2[C:21]=1[N:20]=[CH:19][CH:18]=[CH:17]2)(=[O:9])=[O:10], predict the reactants needed to synthesize it. The reactants are: [F:1][C:2]1[CH:7]=[CH:6][C:5]([S:8]([NH:11][C:12]2[CH:13]=[CH:14][CH:15]=[C:16]3[C:21]=2[N:20]=[CH:19][CH:18]=[CH:17]3)(=[O:10])=[O:9])=[C:4]([N+:22]([O-])=O)[CH:3]=1.O.O.[Sn](Cl)Cl.